This data is from Forward reaction prediction with 1.9M reactions from USPTO patents (1976-2016). The task is: Predict the product of the given reaction. (1) The product is: [S:25]1[C:2]2[CH:7]=[CH:6][N:5]=[CH:4][C:3]=2[N:8]=[C:9]1[C:10]([O:12][CH2:13][CH3:14])=[O:11]. Given the reactants Cl[C:2]1[CH:7]=[CH:6][N:5]=[CH:4][C:3]=1[NH:8][C:9](=O)[C:10]([O:12][CH2:13][CH3:14])=[O:11].COC1C=CC(P2(SP(C3C=CC(OC)=CC=3)(=S)S2)=[S:25])=CC=1, predict the reaction product. (2) Given the reactants [S:1]1[CH:5]=[CH:4][CH:3]=[C:2]1[CH2:6][NH:7][C:8]1[S:9][CH2:10][C:11](=[O:13])[N:12]=1.C(O[Na])(C)=O.[CH:19]([C:21]1[N:22]=[C:23]2[C:28](=[CH:29][CH:30]=1)[N:27]=[CH:26][C:25]([C:31]#[N:32])=[C:24]2[O:33][CH:34]([CH3:36])[CH3:35])=O, predict the reaction product. The product is: [CH:34]([O:33][C:24]1[C:23]2[C:28](=[CH:29][CH:30]=[C:21]([CH:19]=[C:10]3[S:9][C:8]([NH:7][CH2:6][C:2]4[S:1][CH:5]=[CH:4][CH:3]=4)=[N:12][C:11]3=[O:13])[N:22]=2)[N:27]=[CH:26][C:25]=1[C:31]#[N:32])([CH3:36])[CH3:35]. (3) Given the reactants [CH:1]([C:3]1[CH:4]=[C:5]2[C:9](=[CH:10][C:11]=1[NH:12][C:13](=O)[CH3:14])[N:8]([C:16]([C:29]1[CH:34]=[CH:33][CH:32]=[CH:31][CH:30]=1)([C:23]1[CH:28]=[CH:27][CH:26]=[CH:25][CH:24]=1)[C:17]1[CH:22]=[CH:21][CH:20]=[CH:19][CH:18]=1)[N:7]=[C:6]2[C:35]1[CH:40]=[CH:39][N:38]=[C:37]([CH3:41])[CH:36]=1)=O.[C:42]1([C@H:48]([NH2:50])[CH3:49])[CH:47]=[CH:46][CH:45]=[CH:44][CH:43]=1.[BH4-].[Na+].[OH2:53], predict the reaction product. The product is: [CH3:41][C:37]1[CH:36]=[C:35]([C:6]2[C:5]3[C:9](=[CH:10][C:11]([NH:12][C:13](=[O:53])[CH3:14])=[C:3]([CH2:1][NH:50][C@@H:48]([C:42]4[CH:47]=[CH:46][CH:45]=[CH:44][CH:43]=4)[CH3:49])[CH:4]=3)[N:8]([C:16]([C:23]3[CH:28]=[CH:27][CH:26]=[CH:25][CH:24]=3)([C:17]3[CH:18]=[CH:19][CH:20]=[CH:21][CH:22]=3)[C:29]3[CH:34]=[CH:33][CH:32]=[CH:31][CH:30]=3)[N:7]=2)[CH:40]=[CH:39][N:38]=1. (4) Given the reactants [C:1]([NH:4][C:5]1[C:6]([N+:16]([O-:18])=[O:17])=[C:7]([C:12](Br)=[CH:13][CH:14]=1)[C:8]([O:10][CH3:11])=[O:9])(=[O:3])[CH3:2].C1(P(C2C=CC=CC=2)C2C=CC=CC=2)C=CC=CC=1.C(=O)([O-])[O-].[K+].[K+].[C:44]([O:48][CH3:49])(=[O:47])[CH:45]=[CH2:46], predict the reaction product. The product is: [C:1]([NH:4][C:5]1[C:6]([N+:16]([O-:18])=[O:17])=[C:7]([C:12](/[CH:46]=[CH:45]/[C:44]([O:48][CH3:49])=[O:47])=[CH:13][CH:14]=1)[C:8]([O:10][CH3:11])=[O:9])(=[O:3])[CH3:2]. (5) Given the reactants [C:1]1([NH2:8])[CH:6]=[CH:5][CH:4]=[CH:3][C:2]=1[NH2:7].C(N(C(C)C)CC)(C)C.C([O:20][C:21](=O)[C:22](Br)([CH3:24])[CH3:23])C, predict the reaction product. The product is: [CH3:23][C:22]1([CH3:24])[NH:8][C:1]2[C:2](=[CH:3][CH:4]=[CH:5][CH:6]=2)[NH:7][C:21]1=[O:20]. (6) Given the reactants [NH:1]1[C:9]2[C:4](=[CH:5][C:6]([B:10]3[O:18][C:15]([CH3:17])([CH3:16])[C:12]([CH3:14])([CH3:13])[O:11]3)=[CH:7][CH:8]=2)[CH:3]=[N:2]1.C([O-])([O-])=O.[K+].[K+].[CH3:25][C:26]1([CH3:29])[CH2:28][O:27]1, predict the reaction product. The product is: [CH3:25][C:26]([OH:27])([CH3:29])[CH2:28][N:1]1[C:9]2[C:4](=[CH:5][C:6]([B:10]3[O:11][C:12]([CH3:13])([CH3:14])[C:15]([CH3:17])([CH3:16])[O:18]3)=[CH:7][CH:8]=2)[CH:3]=[N:2]1.[CH3:25][C:26]([OH:27])([CH3:29])[CH2:28][N:2]1[CH:3]=[C:4]2[C:9]([CH:8]=[CH:7][C:6]([B:10]3[O:11][C:12]([CH3:13])([CH3:14])[C:15]([CH3:17])([CH3:16])[O:18]3)=[CH:5]2)=[N:1]1. (7) Given the reactants [Cl:1][C:2]1[CH:7]=[CH:6][C:5]([C:8]2[C:12]([C:13]3[N:14]=[CH:15][NH:16][CH:17]=3)=[C:11]([C:18]([F:21])([F:20])[F:19])[O:10][N:9]=2)=[CH:4][CH:3]=1.F[C:23]1[CH:30]=[CH:29][C:26]([C:27]#[N:28])=[CH:25][CH:24]=1, predict the reaction product. The product is: [Cl:1][C:2]1[CH:7]=[CH:6][C:5]([C:8]2[C:12]([C:13]3[N:14]=[CH:15][N:16]([C:23]4[CH:30]=[CH:29][C:26]([C:27]#[N:28])=[CH:25][CH:24]=4)[CH:17]=3)=[C:11]([C:18]([F:21])([F:19])[F:20])[O:10][N:9]=2)=[CH:4][CH:3]=1. (8) Given the reactants Cl(O)(=O)(=O)=O.[CH3:6][C:7](OC(C)=O)=[O:8].[CH2:13]([O:15][C:16](=[O:32])[CH2:17][O:18][C:19]1[CH:24]=[CH:23][CH:22]=[CH:21][C:20]=1[O:25][CH2:26][C:27]([O:29][CH2:30][CH3:31])=[O:28])[CH3:14], predict the reaction product. The product is: [CH2:30]([O:29][C:27](=[O:28])[CH2:26][O:25][C:20]1[CH:21]=[CH:22][C:23]([C:7](=[O:8])[CH3:6])=[CH:24][C:19]=1[O:18][CH2:17][C:16]([O:15][CH2:13][CH3:14])=[O:32])[CH3:31].